This data is from NCI-60 drug combinations with 297,098 pairs across 59 cell lines. The task is: Regression. Given two drug SMILES strings and cell line genomic features, predict the synergy score measuring deviation from expected non-interaction effect. (1) Drug 1: C1=NC2=C(N1)C(=S)N=CN2. Drug 2: COC1=C2C(=CC3=C1OC=C3)C=CC(=O)O2. Cell line: TK-10. Synergy scores: CSS=54.4, Synergy_ZIP=-1.59, Synergy_Bliss=-1.49, Synergy_Loewe=-29.8, Synergy_HSA=-0.368. (2) Drug 1: CCN(CC)CCNC(=O)C1=C(NC(=C1C)C=C2C3=C(C=CC(=C3)F)NC2=O)C. Drug 2: CN1C(=O)N2C=NC(=C2N=N1)C(=O)N. Cell line: OVCAR3. Synergy scores: CSS=8.92, Synergy_ZIP=3.52, Synergy_Bliss=6.76, Synergy_Loewe=-5.81, Synergy_HSA=2.25.